This data is from Reaction yield outcomes from USPTO patents with 853,638 reactions. The task is: Predict the reaction yield, written as a fraction of the theoretical maximum amount of product (1.0 means a 100% yield; for example, 0.34 means a 34% yield). (1) The reactants are C(Cl)(Cl)Cl.[Br:5][C:6]1[CH:11]=[CH:10][C:9]([CH:12]2[C:16]([OH:17])=[C:15]([C:18]([CH3:20])=[O:19])[CH2:14][S:13]2)=[CH:8][CH:7]=1.S(Cl)(Cl)(=O)=O.O. The catalyst is CC(O)C. The product is [Br:5][C:6]1[CH:7]=[CH:8][C:9]([C:12]2[S:13][CH:14]=[C:15]([C:18]([CH3:20])=[O:19])[C:16]=2[OH:17])=[CH:10][CH:11]=1. The yield is 0.630. (2) The reactants are [F:1][CH:2]([F:33])[C:3]1[N:7]([C:8]2[N:13]=[C:12]([N:14]3[CH2:19][CH2:18][O:17][CH2:16][CH2:15]3)[N:11]=[C:10]([N:20]3[CH2:25][CH2:24][CH:23]([NH2:26])[CH2:22][CH2:21]3)[N:9]=2)[C:6]2[CH:27]=[CH:28][CH:29]=[C:30]([O:31][CH3:32])[C:5]=2[N:4]=1.CCN(CC)CC.[F:41][C:42]([F:55])([F:54])[S:43](O[S:43]([C:42]([F:55])([F:54])[F:41])(=[O:45])=[O:44])(=[O:45])=[O:44].O. The catalyst is C(Cl)Cl. The product is [F:33][CH:2]([F:1])[C:3]1[N:7]([C:8]2[N:13]=[C:12]([N:14]3[CH2:19][CH2:18][O:17][CH2:16][CH2:15]3)[N:11]=[C:10]([N:20]3[CH2:25][CH2:24][CH:23]([NH:26][S:43]([C:42]([F:55])([F:54])[F:41])(=[O:45])=[O:44])[CH2:22][CH2:21]3)[N:9]=2)[C:6]2[CH:27]=[CH:28][CH:29]=[C:30]([O:31][CH3:32])[C:5]=2[N:4]=1. The yield is 0.890. (3) The reactants are [CH2:1]([N:8]1[CH2:12][CH2:11][C:10](=[C:13]2[CH2:16][CH2:15][CH2:14]2)[C:9]1=[O:17])[C:2]1[CH:7]=[CH:6][CH:5]=[CH:4][CH:3]=1. The catalyst is C(O)C.[Pd]. The product is [CH2:1]([N:8]1[CH2:12][CH2:11][CH:10]([CH:13]2[CH2:16][CH2:15][CH2:14]2)[C:9]1=[O:17])[C:2]1[CH:7]=[CH:6][CH:5]=[CH:4][CH:3]=1. The yield is 1.00. (4) The reactants are [Br:1][C:2]1[CH:9]=[CH:8][C:5]([CH:6]=[O:7])=[C:4](F)[CH:3]=1.[NH:11]1[CH2:16][CH2:15][CH2:14][CH2:13]C1.CC(N(C)C)=O. The catalyst is CCOC(C)=O. The product is [Br:1][C:2]1[CH:9]=[CH:8][C:5]([CH:6]=[O:7])=[C:4]([N:11]2[CH2:13][CH2:14][CH2:15][CH2:16]2)[CH:3]=1. The yield is 0.920. (5) The reactants are [Cl:1][C:2]1[CH:23]=[CH:22][C:5]([C:6]([C:8]2[N:12]([CH3:13])[CH:11]=[C:10]([C:14]([C:16]3[CH:21]=[CH:20][N:19]=[CH:18][CH:17]=3)=[O:15])[CH:9]=2)=[O:7])=[CH:4][CH:3]=1.[O:24](C)[S:25]([C:28]([F:31])([F:30])[F:29])(=[O:27])=[O:26]. The catalyst is C(Cl)Cl. The product is [OH2:7].[F:29][C:28]([F:31])([F:30])[S:25]([O-:27])(=[O:26])=[O:24].[Cl:1][C:2]1[CH:3]=[CH:4][C:5]([C:6]([C:8]2[N:12]([CH3:13])[CH:11]=[C:10]([C:14]([C:16]3[CH:21]=[CH:20][N+:19]([CH3:28])=[CH:18][CH:17]=3)=[O:15])[CH:9]=2)=[O:7])=[CH:22][CH:23]=1. The yield is 0.770.